From a dataset of Forward reaction prediction with 1.9M reactions from USPTO patents (1976-2016). Predict the product of the given reaction. (1) Given the reactants FC(F)(F)C(O)=O.[Cl:8][C:9]1[C:10]([NH:16][C:17](=[O:47])[C:18]2[CH:23]=[C:22]([F:24])[CH:21]=[CH:20][C:19]=2[NH:25][C:26](=[O:46])[C:27]2[CH:32]=[CH:31][C:30]([N:33]3[CH2:37][CH2:36][CH2:35][CH2:34]3)=[CH:29][C:28]=2[O:38][CH:39]2[CH2:44][CH2:43][N:42]([CH3:45])[CH2:41][CH2:40]2)=[N:11][CH:12]=[C:13]([Cl:15])[CH:14]=1.FC1C=CC2N=C(C3C=CC(N4CCCC4)=CC=3OC3CCN(C)CC3)OC(=O)C=2C=1.ClC1C=NC=C(Cl)C=1, predict the reaction product. The product is: [Cl:8][C:9]1[C:10]([NH:16][C:17](=[O:47])[C:18]2[CH:23]=[C:22]([F:24])[CH:21]=[CH:20][C:19]=2[NH:25][C:26](=[O:46])[C:27]2[CH:32]=[CH:31][C:30]([N:33]3[CH2:34][CH2:35][CH2:36][CH2:37]3)=[CH:29][C:28]=2[O:38][CH:39]2[CH2:44][CH2:43][N:42]([CH3:45])[CH2:41][CH2:40]2)=[N:11][CH:12]=[C:13]([Cl:15])[CH:14]=1. (2) Given the reactants C[C:2]1[C:3](Cl)=[C:4]([Cl:20])C(C(O)=O)=[N:6][C:7]=1[O:8][C:9]1[CH:14]=[C:13]([Cl:15])[CH:12]=[C:11]([Cl:16])[CH:10]=1.[N-:22]=[N+]=[N-].[Na+].[BH4-].[Na+].[C:28]([O:31][CH2:32]C)(=[O:30])[CH3:29], predict the reaction product. The product is: [NH2:22][C:3]1[CH:2]=[C:7]([O:8][C:9]2[CH:14]=[C:13]([Cl:15])[CH:12]=[C:11]([Cl:16])[CH:10]=2)[N:6]=[C:29]([C:28]([O:31][CH3:32])=[O:30])[C:4]=1[Cl:20]. (3) Given the reactants [N:1]1([CH2:6][CH2:7][CH2:8][O:9][C:10]2[CH:15]=[CH:14][C:13]([C:16]3([C:22](=[S:24])[NH2:23])[CH2:21][CH2:20][O:19][CH2:18][CH2:17]3)=[CH:12][CH:11]=2)[CH2:5][CH2:4][CH2:3][CH2:2]1.[CH2:25](OC(OCC)CBr)[CH3:26], predict the reaction product. The product is: [N:1]1([CH2:6][CH2:7][CH2:8][O:9][C:10]2[CH:15]=[CH:14][C:13]([C:16]3([C:22]4[S:24][CH:25]=[CH:26][N:23]=4)[CH2:21][CH2:20][O:19][CH2:18][CH2:17]3)=[CH:12][CH:11]=2)[CH2:5][CH2:4][CH2:3][CH2:2]1. (4) Given the reactants ClC1C=C(C=CC=1)C(OO)=[O:6].[CH2:12]([S:19][CH2:20][CH2:21][NH:22][C:23](=[O:34])[C:24]1[C:29]([C:30]([F:33])([F:32])[F:31])=[CH:28][CH:27]=[N:26][CH:25]=1)[C:13]1[CH:18]=[CH:17][CH:16]=[CH:15][CH:14]=1, predict the reaction product. The product is: [CH2:12]([S:19]([CH2:20][CH2:21][NH:22][C:23](=[O:34])[C:24]1[C:29]([C:30]([F:33])([F:32])[F:31])=[CH:28][CH:27]=[N:26][CH:25]=1)=[O:6])[C:13]1[CH:14]=[CH:15][CH:16]=[CH:17][CH:18]=1.